Task: Predict the reaction yield, written as a fraction of the theoretical maximum amount of product (1.0 means a 100% yield; for example, 0.34 means a 34% yield).. Dataset: Reaction yield outcomes from USPTO patents with 853,638 reactions (1) The reactants are [F:1][C:2]([F:13])([CH2:8][NH:9][CH:10]([CH3:12])[CH3:11])[C:3]([O:5][CH2:6][CH3:7])=[O:4].C([O-])([O-])=O.[K+].[K+].[Cl:20][C:21]1[N:26]=[C:25](Cl)[C:24]([N+:28]([O-:30])=[O:29])=[CH:23][N:22]=1. The catalyst is CC(C)=O.ClCCl. The product is [Cl:20][C:21]1[N:26]=[C:25]([N:9]([CH:10]([CH3:12])[CH3:11])[CH2:8][C:2]([F:13])([F:1])[C:3]([O:5][CH2:6][CH3:7])=[O:4])[C:24]([N+:28]([O-:30])=[O:29])=[CH:23][N:22]=1. The yield is 0.720. (2) The reactants are [F:1][C:2]1[CH:25]=[C:24]([N+:26]([O-:28])=[O:27])[CH:23]=[CH:22][C:3]=1[O:4][C:5]1[CH:10]=[CH:9][N:8]=[C:7]2[CH:11]=[C:12]([C:14]3[N:19]=[CH:18][C:17]([CH2:20]O)=[CH:16][CH:15]=3)[S:13][C:6]=12.S(Cl)([Cl:31])=O. No catalyst specified. The product is [Cl:31][CH2:20][C:17]1[CH:16]=[CH:15][C:14]([C:12]2[S:13][C:6]3[C:7](=[N:8][CH:9]=[CH:10][C:5]=3[O:4][C:3]3[CH:22]=[CH:23][C:24]([N+:26]([O-:28])=[O:27])=[CH:25][C:2]=3[F:1])[CH:11]=2)=[N:19][CH:18]=1. The yield is 0.880.